This data is from Full USPTO retrosynthesis dataset with 1.9M reactions from patents (1976-2016). The task is: Predict the reactants needed to synthesize the given product. (1) Given the product [CH3:20][O:19][C:14]1[CH:13]=[C:12]([O:21][CH3:22])[CH:11]=[C:10]2[C:15]=1[C:16](=[O:18])[NH:17][C:8]([C:5]1[CH:6]=[CH:7][C:2]([C:37]3[CH2:42][CH2:41][N:40]([C:43]([O:45][C:46]([CH3:49])([CH3:48])[CH3:47])=[O:44])[CH2:39][CH:38]=3)=[CH:3][CH:4]=1)=[N:9]2, predict the reactants needed to synthesize it. The reactants are: Br[C:2]1[CH:7]=[CH:6][C:5]([C:8]2[NH:17][C:16](=[O:18])[C:15]3[C:10](=[CH:11][C:12]([O:21][CH3:22])=[CH:13][C:14]=3[O:19][CH3:20])[N:9]=2)=[CH:4][CH:3]=1.C([O-])([O-])=O.[K+].[K+].CC1(C)C(C)(C)OB([C:37]2[CH2:42][CH2:41][N:40]([C:43]([O:45][C:46]([CH3:49])([CH3:48])[CH3:47])=[O:44])[CH2:39][CH:38]=2)O1. (2) Given the product [NH2:28][C:27]1[C:17]([C:18]([O:20][CH2:21][CH2:22][Si:23]([CH3:24])([CH3:25])[CH3:26])=[O:19])=[CH:16][N:9]([C:10]2[CH:11]=[CH:12][CH:13]=[CH:14][CH:15]=2)[N:8]=1, predict the reactants needed to synthesize it. The reactants are: C(=[N:8][N:9]([CH:16]=[C:17]([C:27]#[N:28])[C:18]([O:20][CH2:21][CH2:22][Si:23]([CH3:26])([CH3:25])[CH3:24])=[O:19])[C:10]1[CH:15]=[CH:14][CH:13]=[CH:12][CH:11]=1)C1C=CC=CC=1.Cl. (3) Given the product [Br:13][C:14]1[CH:15]=[CH:16][C:17]([O:10][C@@H:3]2[CH2:4][CH2:5][C@H:6]([C:7]([OH:9])=[O:8])[CH2:1][CH2:2]2)=[N:18][CH:19]=1, predict the reactants needed to synthesize it. The reactants are: [CH2:1]1[CH:6]([C:7]([OH:9])=[O:8])[CH2:5][CH2:4][CH:3]([OH:10])[CH2:2]1.[H-].[Na+].[Br:13][C:14]1[CH:15]=[CH:16][C:17](F)=[N:18][CH:19]=1. (4) Given the product [Cl:1][C:2]1[CH:10]=[C:9]2[C:5]([C:6]([C:11]([OH:16])=[O:29])=[CH:7][N:8]2[CH2:24][CH2:25][CH2:26][CH2:27][CH3:28])=[CH:4][CH:3]=1, predict the reactants needed to synthesize it. The reactants are: [Cl:1][C:2]1[CH:10]=[C:9]2[C:5]([C:6]([C:11](=[O:16])C(F)(F)F)=[CH:7][NH:8]2)=[CH:4][CH:3]=1.C(=O)([O-])[O-].[K+].[K+].Br[CH2:24][CH2:25][CH2:26][CH2:27][CH3:28].[OH-:29].[Na+]. (5) The reactants are: C(O)C.[OH:4][CH2:5][CH2:6][O:7][C:8]1[CH:9]=[C:10]([CH:13]=[CH:14][CH:15]=1)[CH:11]=O.[C:16]([C:19]1[C:20](=[O:26])[NH:21][C:22]([CH3:25])=[CH:23][CH:24]=1)(=[O:18])[CH3:17].[OH-].[Na+]. Given the product [OH:4][CH2:5][CH2:6][O:7][C:8]1[CH:9]=[C:10]([CH:11]=[CH:17][C:16]([C:19]2[C:20](=[O:26])[NH:21][C:22]([CH3:25])=[CH:23][CH:24]=2)=[O:18])[CH:13]=[CH:14][CH:15]=1, predict the reactants needed to synthesize it. (6) Given the product [NH2:8][C:9]1([CH3:35])[C:13]2([CH2:15][CH2:14]2)[CH2:12][N:11]([C:16]2[C:17]([F:34])=[CH:18][C:19]3[C:29](=[O:30])[C:28]([C:31]([OH:33])=[O:32])=[CH:27][N:21]4[C@@H:22]([CH3:26])[CH2:23][O:24][C:25]=2[C:20]=34)[CH2:10]1, predict the reactants needed to synthesize it. The reactants are: C(OC([NH:8][C:9]1([CH3:35])[C:13]2([CH2:15][CH2:14]2)[CH2:12][N:11]([C:16]2[C:17]([F:34])=[CH:18][C:19]3[C:29](=[O:30])[C:28]([C:31]([OH:33])=[O:32])=[CH:27][N:21]4[C@@H:22]([CH3:26])[CH2:23][O:24][C:25]=2[C:20]=34)[CH2:10]1)=O)(C)(C)C.